From a dataset of Full USPTO retrosynthesis dataset with 1.9M reactions from patents (1976-2016). Predict the reactants needed to synthesize the given product. (1) The reactants are: C[O:2][C:3](=[O:31])[CH2:4][CH:5]1[C:9]2=[C:10]([S:23][C:24]3[CH:29]=[CH:28][C:27]([Cl:30])=[CH:26][CH:25]=3)[C:11]3[C:12]([S:19]([CH3:22])(=[O:21])=[O:20])=[CH:13][C:14]([O:17][CH3:18])=[CH:15][C:16]=3[N:8]2[CH2:7][CH2:6]1.[Li+].[OH-]. Given the product [Cl:30][C:27]1[CH:28]=[CH:29][C:24]([S:23][C:10]2[C:11]3[C:12]([S:19]([CH3:22])(=[O:21])=[O:20])=[CH:13][C:14]([O:17][CH3:18])=[CH:15][C:16]=3[N:8]3[CH2:7][CH2:6][CH:5]([CH2:4][C:3]([OH:31])=[O:2])[C:9]=23)=[CH:25][CH:26]=1, predict the reactants needed to synthesize it. (2) The reactants are: F[C:2]1[CH:11]=[C:10]2[C:5]([C:6](O)=[CH:7][CH:8]=[N:9]2)=[N:4][CH:3]=1.P(Br)(Br)[Br:14].CCO[C:20](C)=[O:21]. Given the product [Br:14][C:6]1[CH:7]=[CH:8][N:9]=[C:10]2[C:5]=1[N:4]=[C:3]([O:21][CH3:20])[CH:2]=[CH:11]2, predict the reactants needed to synthesize it. (3) Given the product [C:6]([C:8]1[CH:17]=[C:16]2[C:11]([CH:12]=[CH:13][C:14](=[O:23])[N:15]2[CH2:18][C:19]([OH:21])=[O:20])=[CH:10][CH:9]=1)#[N:7], predict the reactants needed to synthesize it. The reactants are: [OH-].C[Sn+](C)C.[C:6]([C:8]1[CH:17]=[C:16]2[C:11]([CH:12]=[CH:13][C:14](=[O:23])[N:15]2[CH2:18][C:19]([O:21]C)=[O:20])=[CH:10][CH:9]=1)#[N:7]. (4) Given the product [O:1]=[C:2]([CH2:8][CH2:9][CH2:10][CH2:11][CH2:12][CH2:13][CH2:14][CH2:15][CH2:16][CH2:17][CH3:18])[CH2:3][C:4]([OH:6])=[O:5], predict the reactants needed to synthesize it. The reactants are: [O:1]=[C:2]([CH2:8][CH2:9][CH2:10][CH2:11][CH2:12][CH2:13][CH2:14][CH2:15][CH2:16][CH2:17][CH3:18])[CH2:3][C:4]([O:6]C)=[O:5].[OH-].[Na+].Cl. (5) Given the product [Cl:1][C:2]1[CH:3]=[C:4]([CH:9]([C:11]2[CH:12]=[CH:13][CH:14]=[CH:15][CH:16]=2)[OH:10])[CH:5]=[CH:6][C:7]=1[Cl:8], predict the reactants needed to synthesize it. The reactants are: [Cl:1][C:2]1[CH:3]=[C:4]([C:9]([C:11]2[CH:16]=[CH:15][CH:14]=[CH:13][CH:12]=2)=[O:10])[CH:5]=[CH:6][C:7]=1[Cl:8].[BH4-].[Na+].